From a dataset of Forward reaction prediction with 1.9M reactions from USPTO patents (1976-2016). Predict the product of the given reaction. (1) Given the reactants [CH3:1][N:2]1[C:6]2[CH:7]=[CH:8][C:9]([N:11]3[CH:16]=[C:15]([C:17]([O:19][CH2:20][CH3:21])=[O:18])[C:14](=[O:22])[NH:13][C:12]3=[O:23])=[CH:10][C:5]=2[N:4]([CH2:24][C:25]([F:28])([F:27])[F:26])[C:3]1=[O:29].[F:30][C:31]([F:43])([F:42])[C:32]1[CH:40]=[CH:39][CH:38]=[C:37]2[C:33]=1[CH2:34][CH2:35][C@@H:36]2O.C1(P(C2C=CC=CC=2)C2C=CC=CC=2)C=CC=CC=1.N(C(OC(C)C)=O)=NC(OC(C)C)=O.Cl, predict the reaction product. The product is: [CH3:1][N:2]1[C:6]2[CH:7]=[CH:8][C:9]([N:11]3[CH:16]=[C:15]([C:17]([O:19][CH2:20][CH3:21])=[O:18])[C:14](=[O:22])[N:13]([C@H:36]4[C:37]5[C:33](=[C:32]([C:31]([F:30])([F:42])[F:43])[CH:40]=[CH:39][CH:38]=5)[CH2:34][CH2:35]4)[C:12]3=[O:23])=[CH:10][C:5]=2[N:4]([CH2:24][C:25]([F:26])([F:27])[F:28])[C:3]1=[O:29]. (2) Given the reactants [Cr](Cl)([O-])(=O)=O.[NH+]1C=CC=CC=1.[Cl:12][C:13]1[CH:14]=[C:15]([C:20]#[C:21][CH2:22][OH:23])[CH:16]=[CH:17][C:18]=1[Cl:19].CCCCCCC.C(OCC)(=O)C.C(O)C#C, predict the reaction product. The product is: [Cl:12][C:13]1[CH:14]=[C:15]([C:20]#[C:21][CH:22]=[O:23])[CH:16]=[CH:17][C:18]=1[Cl:19]. (3) The product is: [C:1]([O:5][C:6](=[O:23])[NH:7][CH:8]([C:15]1[CH:20]=[CH:19][C:18]([Cl:21])=[C:17]([Cl:22])[CH:16]=1)[C:9]([C:27]1[CH:28]=[CH:29][CH:30]=[C:25]([Br:24])[CH:26]=1)=[O:14])([CH3:2])([CH3:3])[CH3:4]. Given the reactants [C:1]([O:5][C:6](=[O:23])[NH:7][CH:8]([C:15]1[CH:20]=[CH:19][C:18]([Cl:21])=[C:17]([Cl:22])[CH:16]=1)[C:9](=[O:14])N(OC)C)([CH3:4])([CH3:3])[CH3:2].[Br:24][C:25]1[CH:30]=[CH:29][CH:28]=[C:27](I)[CH:26]=1, predict the reaction product.